From a dataset of Reaction yield outcomes from USPTO patents with 853,638 reactions. Predict the reaction yield, written as a fraction of the theoretical maximum amount of product (1.0 means a 100% yield; for example, 0.34 means a 34% yield). (1) The reactants are [C:1]([C:3]1[CH:8]=[CH:7][C:6]([C:9]2[CH:14]=[CH:13][C:12](O)=[C:11]([C:16]3[NH:20][C:19]4[CH:21]=[CH:22][C:23]([C:25]#[N:26])=[CH:24][C:18]=4[N:17]=3)[CH:10]=2)=[CH:5][CH:4]=1)#[N:2].[CH:27](C1C=C(C2C=CC=C(C#N)C=2)C=CC=1O)=O.C(O)(=O)C.C(C1C=CC(C2C=CC(OC)=C(C3NC4C=CC(C(N)=N)=CC=4N=3)C=2)=CC=1)(=N)N.C(C1C=C(C2C=CC(O)=C(C3NC4C=CC(C#N)=CC=4N=3)C=2)C=CC=1)#N. No catalyst specified. The product is [C:1]([C:3]1[CH:8]=[CH:7][C:6]([C:9]2[CH:14]=[CH:13][CH:12]=[C:11]([C:16]3[NH:20][C:19]4[CH:21]=[CH:22][C:23]([C:25]#[N:26])=[CH:24][C:18]=4[N:17]=3)[CH:10]=2)=[C:5]([CH3:27])[CH:4]=1)#[N:2]. The yield is 0.750. (2) The reactants are [CH3:1][C:2]1([CH3:28])[CH2:7][N:6]([S:8]([C:11]2[CH:16]=[CH:15][CH:14]=[CH:13][C:12]=2[N+:17]([O-:19])=[O:18])(=[O:10])=[O:9])[CH2:5][C:4]2[CH:20]=[C:21]([C:23]([O:25]CC)=[O:24])[S:22][C:3]1=2.[Li+].[OH-]. The catalyst is C1COCC1. The yield is 0.950. The product is [CH3:1][C:2]1([CH3:28])[CH2:7][N:6]([S:8]([C:11]2[CH:16]=[CH:15][CH:14]=[CH:13][C:12]=2[N+:17]([O-:19])=[O:18])(=[O:10])=[O:9])[CH2:5][C:4]2[CH:20]=[C:21]([C:23]([OH:25])=[O:24])[S:22][C:3]1=2.